This data is from Catalyst prediction with 721,799 reactions and 888 catalyst types from USPTO. The task is: Predict which catalyst facilitates the given reaction. (1) Reactant: [S:1]1(=[O:8])(=[O:7])[CH2:6][CH2:5][CH2:4][CH2:3][NH:2]1.[H-].[Na+].Br[CH2:12][C:13]([C:15]1[N:19]2[CH2:20][CH2:21][N:22]([CH3:25])[C:23](=[O:24])[C:18]2=[C:17]([O:26][CH2:27][C:28]2[CH:33]=[CH:32][CH:31]=[CH:30][CH:29]=2)[C:16]=1[C:34]([O:36][CH2:37][CH3:38])=[O:35])=[O:14]. Product: [CH2:27]([O:26][C:17]1[C:16]([C:34]([O:36][CH2:37][CH3:38])=[O:35])=[C:15]([C:13](=[O:14])[CH2:12][N:2]2[CH2:3][CH2:4][CH2:5][CH2:6][S:1]2(=[O:8])=[O:7])[N:19]2[CH2:20][CH2:21][N:22]([CH3:25])[C:23](=[O:24])[C:18]=12)[C:28]1[CH:33]=[CH:32][CH:31]=[CH:30][CH:29]=1. The catalyst class is: 3. (2) Reactant: C(O[C:6]([N:8]1[CH2:12][CH2:11][CH2:10][CH:9]1[C:13]1[NH:14][C:15]([C:18]2[CH:27]=[CH:26][C:25]3[C:20](=[CH:21][CH:22]=[C:23]([B:28]4[O:32][C:31]([CH3:34])([CH3:33])[C:30]([CH3:36])([CH3:35])[O:29]4)[CH:24]=3)[CH:19]=2)=[CH:16][N:17]=1)=[O:7])(C)(C)C.Cl.[CH3:38][O:39][C:40]([NH:42][CH:43]([CH:47]1[CH2:52][CH2:51][O:50][CH2:49][CH2:48]1)C(O)=O)=[O:41].CCN(C(C)C)C(C)C.CN(C(ON1N=NC2C=CC=NC1=2)=[N+](C)C)C.F[P-](F)(F)(F)(F)F. Product: [CH3:38][O:39][C:40](=[O:41])[NH:42][CH:43]([CH:47]1[CH2:48][CH2:49][O:50][CH2:51][CH2:52]1)[C:6](=[O:7])[N:8]1[CH2:12][CH2:11][CH2:10][CH:9]1[C:13]1[NH:14][C:15]([C:18]2[CH:27]=[CH:26][C:25]3[C:20](=[CH:21][CH:22]=[C:23]([B:28]4[O:32][C:31]([CH3:34])([CH3:33])[C:30]([CH3:35])([CH3:36])[O:29]4)[CH:24]=3)[CH:19]=2)=[CH:16][N:17]=1. The catalyst class is: 2. (3) Reactant: [C:1]([O:5][C:6]([CH3:9])([CH3:8])[CH3:7])(=[O:4])[NH:2][NH2:3].CCN(CC)CC.[Cl:17][C:18]1[CH:27]=[CH:26][C:21]([C:22]([CH2:24]Br)=[CH2:23])=[CH:20][CH:19]=1. Product: [C:6]([O:5][C:1]([NH:2][NH:3][CH2:24][C:22]([C:21]1[CH:26]=[CH:27][C:18]([Cl:17])=[CH:19][CH:20]=1)=[CH2:23])=[O:4])([CH3:9])([CH3:8])[CH3:7]. The catalyst class is: 5. (4) Reactant: [C:1]1([CH2:7][O:8][C:9]([N:11]2[CH2:15][CH2:14][CH:13]([C:16]([OH:18])=[O:17])[NH:12]2)=[O:10])[CH:6]=[CH:5][CH:4]=[CH:3][CH:2]=1.CCN(C(C)C)C(C)C.[CH:28]([N:30]([CH2:39][C@@H:40]([CH2:44][CH2:45][CH2:46][CH3:47])[C:41](F)=[O:42])[O:31][CH2:32][C:33]1[CH:38]=[CH:37][CH:36]=[CH:35][CH:34]=1)=[O:29]. The catalyst class is: 39. Product: [CH:28]([N:30]([CH2:39][C@@H:40]([CH2:44][CH2:45][CH2:46][CH3:47])[C:41]([N:12]1[C@H:13]([C:16]([OH:18])=[O:17])[CH2:14][CH2:15][N:11]1[C:9]([O:8][CH2:7][C:1]1[CH:6]=[CH:5][CH:4]=[CH:3][CH:2]=1)=[O:10])=[O:42])[O:31][CH2:32][C:33]1[CH:34]=[CH:35][CH:36]=[CH:37][CH:38]=1)=[O:29]. (5) Reactant: [NH:1]1[CH2:5][CH2:4][CH2:3][C@H:2]1[C:6]([N:8]1[CH2:12][CH2:11][CH2:10][C@H:9]1[C:13]([O:15][C:16]([CH3:19])([CH3:18])[CH3:17])=[O:14])=[O:7].[C:20]1(=[O:34])[N:24]([CH:25]([CH2:29][CH2:30][CH2:31][CH3:32])C(O)=O)[C:23](=[O:33])[CH:22]=[CH:21]1.CCN(C(C)C)C(C)C.CN([C:47]([O:51]N1N=NC2C=CC=NC1=2)=[N+](C)C)C.F[P-](F)(F)(F)(F)F. Product: [O:34]=[C:20]1[CH:21]=[CH:22][C:23](=[O:33])[N:24]1[CH2:25][CH2:29][CH2:30][CH2:31][CH2:32][C:47]([N:1]1[CH2:5][CH2:4][CH2:3][C@H:2]1[C:6]([N:8]1[CH2:12][CH2:11][CH2:10][C@H:9]1[C:13]([O:15][C:16]([CH3:19])([CH3:18])[CH3:17])=[O:14])=[O:7])=[O:51]. The catalyst class is: 13. (6) Reactant: [CH3:1][O:2][C:3]1[CH:4]=[C:5]2[C:10](=[CH:11][C:12]=1[O:13][CH3:14])[N:9]=[CH:8][N:7]=[C:6]2[N:15]1[CH2:20][CH2:19][C:18]2[CH:21]=[N:22][NH:23][C:17]=2[CH2:16]1.[C:24]1(B(O)O)[CH:29]=[CH:28][CH:27]=[CH:26][CH:25]=1.C(N(CC)CC)C.N1C=CC=CC=1. Product: [CH3:1][O:2][C:3]1[CH:4]=[C:5]2[C:10](=[CH:11][C:12]=1[O:13][CH3:14])[N:9]=[CH:8][N:7]=[C:6]2[N:15]1[CH2:20][CH2:19][C:18]2[CH:21]=[N:22][N:23]([C:24]3[CH:29]=[CH:28][CH:27]=[CH:26][CH:25]=3)[C:17]=2[CH2:16]1. The catalyst class is: 269.